The task is: Predict the product of the given reaction.. This data is from Forward reaction prediction with 1.9M reactions from USPTO patents (1976-2016). (1) Given the reactants [F:1][C:2]1[C:3]([N:11]2[CH2:17][CH:16]([OH:18])[C:13]3([CH2:15][CH2:14]3)[CH2:12]2)=[N:4][C:5]([CH3:10])=[N:6][C:7]=1[NH:8][NH2:9].[CH:19]1([CH2:24][C@H:25]([CH2:29][N:30]([CH:38]=[O:39])[O:31][CH:32]2[CH2:37][CH2:36][CH2:35][CH2:34][O:33]2)[C:26](O)=[O:27])[CH2:23][CH2:22][CH2:21][CH2:20]1.C1C=NC2N(O)N=NC=2C=1.CN1CCOCC1.C(Cl)CCl, predict the reaction product. The product is: [CH:19]1([CH2:24][C@@H:25]([C:26]([NH:9][NH:8][C:7]2[C:2]([F:1])=[C:3]([N:11]3[CH2:17][C@@H:16]([OH:18])[C:13]4([CH2:14][CH2:15]4)[CH2:12]3)[N:4]=[C:5]([CH3:10])[N:6]=2)=[O:27])[CH2:29][N:30]([O:31][CH:32]2[CH2:37][CH2:36][CH2:35][CH2:34][O:33]2)[CH:38]=[O:39])[CH2:23][CH2:22][CH2:21][CH2:20]1. (2) Given the reactants C(NC(C)C)(C)C.[Cl:8][C:9]1[CH:10]=[CH:11][C:12]2[S:13][C:14]3[C:15]4[C:16](=[CH:26][NH:27][N:28]=4)[C:17]([CH3:25])([CH3:24])[C:18](=[O:23])[C:19]=3[NH:20][C:21]=2[CH:22]=1.[C:29](OC(=O)C)(=[O:31])[CH3:30].O, predict the reaction product. The product is: [C:29]([N:27]1[CH:26]=[C:16]2[C:17]([CH3:25])([CH3:24])[C:18](=[O:23])[C:19]3[NH:20][C:21]4[CH:22]=[C:9]([Cl:8])[CH:10]=[CH:11][C:12]=4[S:13][C:14]=3[C:15]2=[N:28]1)(=[O:31])[CH3:30].